Predict the product of the given reaction. From a dataset of Forward reaction prediction with 1.9M reactions from USPTO patents (1976-2016). (1) Given the reactants [Cl:1][C:2]1[N:10]=[C:9]2[C:5]([N:6]=[C:7]([C:17]([OH:20])([CH3:19])[CH3:18])[N:8]2[CH:11]([CH3:16])[C:12](OC)=[O:13])=[C:4]([N:21]2[CH2:26][CH2:25][O:24][CH2:23][CH2:22]2)[N:3]=1.[AlH4-].[Li+].[NH4+].[Cl-].[C@H](O)(C([O-])=O)[C@@H](O)C([O-])=O.[Na+].[K+], predict the reaction product. The product is: [Cl:1][C:2]1[N:10]=[C:9]2[C:5]([N:6]=[C:7]([C:17]([OH:20])([CH3:19])[CH3:18])[N:8]2[CH:11]([CH3:16])[CH:12]=[O:13])=[C:4]([N:21]2[CH2:26][CH2:25][O:24][CH2:23][CH2:22]2)[N:3]=1. (2) Given the reactants [Cl:1][C:2]1[N:7]=[C:6]([Cl:8])[CH:5]=[C:4](Cl)[N:3]=1.[NH2:10][C:11]1[CH:15]=[C:14]([CH3:16])[NH:13][N:12]=1.C(=O)([O-])[O-].[Na+].[Na+].O, predict the reaction product. The product is: [Cl:1][C:2]1[N:3]=[C:4]([NH:10][C:11]2[CH:15]=[C:14]([CH3:16])[NH:13][N:12]=2)[CH:5]=[C:6]([Cl:8])[N:7]=1. (3) Given the reactants C(O)(C(F)(F)F)=O.[C:8]([NH:12][C:13]1[CH:18]=[C:17]([C:19]([N:21]2[CH2:26][CH2:25][N:24]([CH3:27])[CH2:23][CH2:22]2)=[O:20])[CH:16]=[CH:15][C:14]=1[N:28]([C:36]1[CH:41]=[C:40]([N:42]([CH3:64])[C:43]([N:45]([C:52]2[C:57]([Cl:58])=[C:56]([O:59][CH3:60])[CH:55]=[C:54]([O:61][CH3:62])[C:53]=2[Cl:63])C(C(C)(C)C)=O)=[O:44])[N:39]=[CH:38][N:37]=1)C(=O)OC(C)(C)C)(=[O:11])[CH:9]=[CH2:10], predict the reaction product. The product is: [Cl:58][C:57]1[C:56]([O:59][CH3:60])=[CH:55][C:54]([O:61][CH3:62])=[C:53]([Cl:63])[C:52]=1[NH:45][C:43](=[O:44])[N:42]([C:40]1[N:39]=[CH:38][N:37]=[C:36]([NH:28][C:14]2[CH:15]=[CH:16][C:17]([C:19]([N:21]3[CH2:22][CH2:23][N:24]([CH3:27])[CH2:25][CH2:26]3)=[O:20])=[CH:18][C:13]=2[NH:12][C:8](=[O:11])[CH:9]=[CH2:10])[CH:41]=1)[CH3:64]. (4) Given the reactants [CH:1]([C:3]1[O:11][C:10]2[C:9]([C:12]([NH:14][C:15]3[CH:20]=[CH:19][CH:18]=[CH:17][C:16]=3[O:21][CH3:22])=[O:13])=[CH:8][N:7]=[CH:6][C:5]=2[CH:4]=1)=O.[S:23]1[CH2:29][C:27](=[O:28])[NH:26][C:24]1=[S:25].C([O-])(=O)C.[Na+], predict the reaction product. The product is: [CH3:22][O:21][C:16]1[CH:17]=[CH:18][CH:19]=[CH:20][C:15]=1[NH:14][C:12]([C:9]1[C:10]2[O:11][C:3](/[CH:1]=[C:29]3/[C:27](=[O:28])[NH:26][C:24](=[S:25])[S:23]/3)=[CH:4][C:5]=2[CH:6]=[N:7][CH:8]=1)=[O:13]. (5) Given the reactants [Cl:1][C:2]1[CH:7]=[C:6]([CH2:8][CH2:9][C:10]2([CH:30]3[CH2:34][CH2:33][CH2:32][CH2:31]3)[CH2:15][C:14]([OH:16])=[C:13]([CH2:17][C:18]3[N:28]=[C:21]4[N:22]=[C:23](C)[CH:24]=[C:25](C)[N:20]4[N:19]=3)[C:12](=[O:29])[O:11]2)[CH:5]=[CH:4][C:3]=1[C:35]1([C:38]#[N:39])[CH2:37][CH2:36]1.Cl[C:41]1C=C(CCC2(C3CCCC3)OC(=O)CC(=O)C2)C=C(CC)C=1OC.ClC1C=NC2N(N=C(C=O)N=2)C=1, predict the reaction product. The product is: [Cl:1][C:2]1[CH:7]=[C:6]([CH2:8][CH2:9][C:10]2([CH:30]3[CH2:31][CH2:32][CH2:33][CH2:34]3)[CH2:15][C:14]([OH:16])=[C:13]([CH2:17][C:18]3[N:28]=[C:21]4[N:22]=[CH:23][C:24]([CH3:41])=[CH:25][N:20]4[N:19]=3)[C:12](=[O:29])[O:11]2)[CH:5]=[CH:4][C:3]=1[C:35]1([C:38]#[N:39])[CH2:37][CH2:36]1. (6) Given the reactants [Si](C=[N+]=[N-])(C)(C)[CH3:2].[F:8][C:9]([F:28])([F:27])[C:10]1[CH:11]=[C:12]([CH:20]([C:22]2[NH:26][N:25]=[N:24][N:23]=2)[OH:21])[CH:13]=[C:14]([C:16]([F:19])([F:18])[F:17])[CH:15]=1, predict the reaction product. The product is: [F:28][C:9]([F:8])([F:27])[C:10]1[CH:11]=[C:12]([CH:20]([C:22]2[N:23]=[N:24][N:25]([CH3:2])[N:26]=2)[OH:21])[CH:13]=[C:14]([C:16]([F:17])([F:18])[F:19])[CH:15]=1.